Dataset: Peptide-MHC class II binding affinity with 134,281 pairs from IEDB. Task: Regression. Given a peptide amino acid sequence and an MHC pseudo amino acid sequence, predict their binding affinity value. This is MHC class II binding data. (1) The peptide sequence is LAAIIFLFGPPTALRS. The MHC is DRB1_0901 with pseudo-sequence DRB1_0901. The binding affinity (normalized) is 0. (2) The peptide sequence is HAPAAPANPGLIIGALAGST. The MHC is DRB1_0401 with pseudo-sequence DRB1_0401. The binding affinity (normalized) is 0.410.